The task is: Regression. Given two drug SMILES strings and cell line genomic features, predict the synergy score measuring deviation from expected non-interaction effect.. This data is from NCI-60 drug combinations with 297,098 pairs across 59 cell lines. (1) Drug 1: CC1=C2C(C(=O)C3(C(CC4C(C3C(C(C2(C)C)(CC1OC(=O)C(C(C5=CC=CC=C5)NC(=O)C6=CC=CC=C6)O)O)OC(=O)C7=CC=CC=C7)(CO4)OC(=O)C)O)C)OC(=O)C. Drug 2: C1CN(CCN1C(=O)CCBr)C(=O)CCBr. Cell line: OVCAR-4. Synergy scores: CSS=33.7, Synergy_ZIP=-5.52, Synergy_Bliss=-0.307, Synergy_Loewe=-32.9, Synergy_HSA=-2.40. (2) Drug 1: CC1C(C(CC(O1)OC2CC(OC(C2O)C)OC3=CC4=CC5=C(C(=O)C(C(C5)C(C(=O)C(C(C)O)O)OC)OC6CC(C(C(O6)C)O)OC7CC(C(C(O7)C)O)OC8CC(C(C(O8)C)O)(C)O)C(=C4C(=C3C)O)O)O)O. Drug 2: B(C(CC(C)C)NC(=O)C(CC1=CC=CC=C1)NC(=O)C2=NC=CN=C2)(O)O. Cell line: MDA-MB-231. Synergy scores: CSS=63.6, Synergy_ZIP=-0.520, Synergy_Bliss=-0.964, Synergy_Loewe=-3.16, Synergy_HSA=-0.595. (3) Drug 1: C1=CC(=C2C(=C1NCCNCCO)C(=O)C3=C(C=CC(=C3C2=O)O)O)NCCNCCO. Drug 2: CC(C)NC(=O)C1=CC=C(C=C1)CNNC.Cl. Cell line: 786-0. Synergy scores: CSS=53.1, Synergy_ZIP=4.80, Synergy_Bliss=5.08, Synergy_Loewe=-48.7, Synergy_HSA=4.38. (4) Drug 1: C1C(C(OC1N2C=NC3=C2NC=NCC3O)CO)O. Drug 2: N.N.Cl[Pt+2]Cl. Cell line: HS 578T. Synergy scores: CSS=18.1, Synergy_ZIP=-1.82, Synergy_Bliss=3.98, Synergy_Loewe=3.50, Synergy_HSA=3.75. (5) Drug 1: CCC1(CC2CC(C3=C(CCN(C2)C1)C4=CC=CC=C4N3)(C5=C(C=C6C(=C5)C78CCN9C7C(C=CC9)(C(C(C8N6C=O)(C(=O)OC)O)OC(=O)C)CC)OC)C(=O)OC)O.OS(=O)(=O)O. Drug 2: CC(C)(C#N)C1=CC(=CC(=C1)CN2C=NC=N2)C(C)(C)C#N. Cell line: HCC-2998. Synergy scores: CSS=37.4, Synergy_ZIP=6.00, Synergy_Bliss=4.92, Synergy_Loewe=-1.65, Synergy_HSA=-1.82. (6) Drug 1: CS(=O)(=O)C1=CC(=C(C=C1)C(=O)NC2=CC(=C(C=C2)Cl)C3=CC=CC=N3)Cl. Drug 2: C1=NC2=C(N=C(N=C2N1C3C(C(C(O3)CO)O)O)F)N. Cell line: UACC62. Synergy scores: CSS=1.63, Synergy_ZIP=-0.887, Synergy_Bliss=0.332, Synergy_Loewe=-0.446, Synergy_HSA=-0.440. (7) Drug 1: CC1=C2C(C(=O)C3(C(CC4C(C3C(C(C2(C)C)(CC1OC(=O)C(C(C5=CC=CC=C5)NC(=O)OC(C)(C)C)O)O)OC(=O)C6=CC=CC=C6)(CO4)OC(=O)C)OC)C)OC. Drug 2: C1C(C(OC1N2C=NC3=C(N=C(N=C32)Cl)N)CO)O. Cell line: 786-0. Synergy scores: CSS=64.7, Synergy_ZIP=11.9, Synergy_Bliss=11.4, Synergy_Loewe=-9.65, Synergy_HSA=12.6. (8) Drug 1: C1CC(=O)NC(=O)C1N2CC3=C(C2=O)C=CC=C3N. Cell line: SK-MEL-2. Drug 2: C1=NC(=NC(=O)N1C2C(C(C(O2)CO)O)O)N. Synergy scores: CSS=8.38, Synergy_ZIP=-3.64, Synergy_Bliss=2.25, Synergy_Loewe=-12.8, Synergy_HSA=1.92. (9) Drug 1: CN(C)C1=NC(=NC(=N1)N(C)C)N(C)C. Drug 2: CCC1(CC2CC(C3=C(CCN(C2)C1)C4=CC=CC=C4N3)(C5=C(C=C6C(=C5)C78CCN9C7C(C=CC9)(C(C(C8N6C=O)(C(=O)OC)O)OC(=O)C)CC)OC)C(=O)OC)O.OS(=O)(=O)O. Cell line: SK-MEL-2. Synergy scores: CSS=47.1, Synergy_ZIP=3.25, Synergy_Bliss=6.12, Synergy_Loewe=-46.8, Synergy_HSA=3.55. (10) Drug 1: COC1=C(C=C2C(=C1)N=CN=C2NC3=CC(=C(C=C3)F)Cl)OCCCN4CCOCC4. Drug 2: COC1=C2C(=CC3=C1OC=C3)C=CC(=O)O2. Cell line: SF-268. Synergy scores: CSS=15.9, Synergy_ZIP=-0.0492, Synergy_Bliss=5.18, Synergy_Loewe=1.12, Synergy_HSA=4.65.